This data is from Full USPTO retrosynthesis dataset with 1.9M reactions from patents (1976-2016). The task is: Predict the reactants needed to synthesize the given product. Given the product [Cl:15][C:10]1[CH:11]=[CH:12][C:13]2[C:8]([CH:9]=1)=[N:7][N:6]([CH2:5][C:2]([NH:1][C:23](=[S:24])[C:22]1[CH:21]=[CH:20][C:19]([C:18]([F:17])([F:28])[F:29])=[CH:27][CH:26]=1)([C:3]#[N:4])[CH3:16])[CH:14]=2, predict the reactants needed to synthesize it. The reactants are: [NH2:1][C:2]([CH3:16])([CH2:5][N:6]1[CH:14]=[C:13]2[C:8]([CH:9]=[C:10]([Cl:15])[CH:11]=[CH:12]2)=[N:7]1)[C:3]#[N:4].[F:17][C:18]([F:29])([F:28])[C:19]1[CH:27]=[CH:26][C:22]([C:23](Cl)=[S:24])=[CH:21][CH:20]=1.